This data is from Reaction yield outcomes from USPTO patents with 853,638 reactions. The task is: Predict the reaction yield, written as a fraction of the theoretical maximum amount of product (1.0 means a 100% yield; for example, 0.34 means a 34% yield). (1) The reactants are [Cl:1][C:2]1[CH:23]=[CH:22][C:21]([O:24]C)=[CH:20][C:3]=1[C:4]([NH:6][C:7]1[CH:8]=[N:9][C:10]([NH:13][C:14]2[CH:15]=[N:16][CH:17]=[CH:18][CH:19]=2)=[N:11][CH:12]=1)=[O:5].B(Br)(Br)Br. The catalyst is C(Cl)Cl. The product is [Cl:1][C:2]1[CH:23]=[CH:22][C:21]([OH:24])=[CH:20][C:3]=1[C:4]([NH:6][C:7]1[CH:8]=[N:9][C:10]([NH:13][C:14]2[CH:15]=[N:16][CH:17]=[CH:18][CH:19]=2)=[N:11][CH:12]=1)=[O:5]. The yield is 0.340. (2) The reactants are [S:1]1[C:5]([CH:6]=[O:7])=[CH:4][C:3]2[S:8][CH:9]=[CH:10][C:2]1=2.C(O)(=O)C.C1C(=O)N([I:22])C(=O)C1. The catalyst is C(Cl)(Cl)Cl. The product is [I:22][C:9]1[S:8][C:3]2[CH:4]=[C:5]([CH:6]=[O:7])[S:1][C:2]=2[CH:10]=1. The yield is 0.637. (3) The reactants are [O:1]=[C:2]1[C:10](=[O:11])[C:9]2[C:4](=[CH:5][CH:6]=[CH:7][CH:8]=2)[N:3]1[CH:12]([CH2:16][CH:17]([CH3:19])[CH3:18])[C:13]([OH:15])=O.[N:20]1[CH:25]=[CH:24][CH:23]=[CH:22][C:21]=1[NH2:26].C(N(CC)C(C)C)(C)C.F[P-](F)(F)(F)(F)F.N1(O[P+](N(C)C)(N(C)C)N(C)C)C2C=CC=CC=2N=N1. The catalyst is CN(C)C=O.C(OCC)(=O)C. The product is [N:20]1[CH:25]=[CH:24][CH:23]=[CH:22][C:21]=1[NH:26][C:13](=[O:15])[CH:12]([N:3]1[C:4]2[C:9](=[CH:8][CH:7]=[CH:6][CH:5]=2)[C:10](=[O:11])[C:2]1=[O:1])[CH2:16][CH:17]([CH3:19])[CH3:18]. The yield is 0.0800.